This data is from Reaction yield outcomes from USPTO patents with 853,638 reactions. The task is: Predict the reaction yield, written as a fraction of the theoretical maximum amount of product (1.0 means a 100% yield; for example, 0.34 means a 34% yield). (1) The reactants are Cl[C:2]1[C:7]([CH3:8])=[CH:6][CH:5]=[CH:4][N+:3]=1[O-:9].[NH2:10][C@@H:11]1[CH2:16][CH2:15][CH2:14][N:13]([C:17]([O:19][C:20]([CH3:23])([CH3:22])[CH3:21])=[O:18])[CH2:12]1.C(N(C(C)C)CC)(C)C.O. The catalyst is CCCCO.CN(C1C=CN=CC=1)C. The product is [C:20]([O:19][C:17]([N:13]1[CH2:14][CH2:15][CH2:16][C@@H:11]([NH:10][C:2]2[C:7]([CH3:8])=[CH:6][CH:5]=[CH:4][N+:3]=2[O-:9])[CH2:12]1)=[O:18])([CH3:23])([CH3:21])[CH3:22]. The yield is 0.250. (2) The reactants are [Cl:1][C:2]1[S:6][C:5]([C:7]([NH:9][C@@H:10]([CH2:23][C:24]2[CH:29]=[CH:28][CH:27]=[CH:26][C:25]=2[C:30]([F:33])([F:32])[F:31])[CH2:11][N:12]2C(=O)C3C(=CC=CC=3)C2=O)=[O:8])=[CH:4][C:3]=1[C:34]1[N:38]([CH3:39])[N:37]=[CH:36][C:35]=1[CH3:40].NN.Cl. The catalyst is CO.C1COCC1.CO. The product is [NH2:12][CH2:11][C@@H:10]([NH:9][C:7]([C:5]1[S:6][C:2]([Cl:1])=[C:3]([C:34]2[N:38]([CH3:39])[N:37]=[CH:36][C:35]=2[CH3:40])[CH:4]=1)=[O:8])[CH2:23][C:24]1[CH:29]=[CH:28][CH:27]=[CH:26][C:25]=1[C:30]([F:33])([F:32])[F:31]. The yield is 0.510.